Dataset: Full USPTO retrosynthesis dataset with 1.9M reactions from patents (1976-2016). Task: Predict the reactants needed to synthesize the given product. Given the product [CH2:30]([NH:37][CH2:12][C@@H:13]1[O:18][C:17]2[CH:19]=[C:20]([N+:23]([O-:25])=[O:24])[CH:21]=[CH:22][C:16]=2[O:15][CH2:14]1)[C:31]1[CH:36]=[CH:35][CH:34]=[CH:33][CH:32]=1, predict the reactants needed to synthesize it. The reactants are: CC1C=CC(S(O[CH2:12][CH:13]2[O:18][C:17]3[CH:19]=[C:20]([N+:23]([O-:25])=[O:24])[CH:21]=[CH:22][C:16]=3[O:15][CH2:14]2)(=O)=O)=CC=1.CS(C)=O.[CH2:30]([NH2:37])[C:31]1[CH:36]=[CH:35][CH:34]=[CH:33][CH:32]=1.